Dataset: Full USPTO retrosynthesis dataset with 1.9M reactions from patents (1976-2016). Task: Predict the reactants needed to synthesize the given product. (1) Given the product [OH:6][C:7]1[C:16]2[C:11](=[CH:12][C:13]([OH:17])=[CH:14][CH:15]=2)[O:10][C:9](=[O:18])[C:8]=1[C:7]1[C:2]2[C:1](=[O:5])[C:16]3[C:11](=[CH:12][CH:13]=[CH:14][CH:15]=3)[O:10][C:3]=2[O:4][CH2:9][CH:8]=1, predict the reactants needed to synthesize it. The reactants are: [CH:1](=[O:5])[CH2:2][CH:3]=[O:4].[OH:6][C:7]1[C:16]2[C:11](=[CH:12][C:13]([OH:17])=[CH:14][CH:15]=2)[O:10][C:9](=[O:18])[CH:8]=1. (2) Given the product [ClH:23].[ClH:23].[Br:1][C:2]1[CH:7]=[CH:6][C:5]([N:8]2[CH2:13][CH2:12][CH2:11][C@H:10]([NH2:14])[CH2:9]2)=[C:4]([F:22])[CH:3]=1, predict the reactants needed to synthesize it. The reactants are: [Br:1][C:2]1[CH:7]=[CH:6][C:5]([N:8]2[CH2:13][CH2:12][CH2:11][C@H:10]([NH:14]C(=O)OC(C)(C)C)[CH2:9]2)=[C:4]([F:22])[CH:3]=1.[ClH:23]. (3) Given the product [Si:28]([O:7][CH:6]([CH:8]1[CH2:16][C:15]2[C:10](=[CH:11][CH:12]=[C:13]([O:17][C:18]3[CH:23]=[CH:22][CH:21]=[CH:20][CH:19]=3)[CH:14]=2)[CH2:9]1)[C:2]1[O:1][CH:5]=[CH:4][N:3]=1)([C:25]([CH3:27])([CH3:26])[CH3:24])([CH3:30])[CH3:29], predict the reactants needed to synthesize it. The reactants are: [O:1]1[CH:5]=[CH:4][N:3]=[C:2]1[CH:6]([CH:8]1[CH2:16][C:15]2[C:10](=[CH:11][CH:12]=[C:13]([O:17][C:18]3[CH:23]=[CH:22][CH:21]=[CH:20][CH:19]=3)[CH:14]=2)[CH2:9]1)[OH:7].[CH3:24][C:25]([Si:28](Cl)([CH3:30])[CH3:29])([CH3:27])[CH3:26].N1C=CN=C1.